From a dataset of Full USPTO retrosynthesis dataset with 1.9M reactions from patents (1976-2016). Predict the reactants needed to synthesize the given product. (1) Given the product [CH2:15]([N:18]([CH2:19][CH2:20][CH3:21])[C:12]([C:7]1[NH:8][C:9]2[C:5]([CH:6]=1)=[CH:4][C:3]([O:2][CH3:1])=[CH:11][CH:10]=2)=[O:14])[CH2:16][CH3:17], predict the reactants needed to synthesize it. The reactants are: [CH3:1][O:2][C:3]1[CH:4]=[C:5]2[C:9](=[CH:10][CH:11]=1)[NH:8][C:7]([C:12]([OH:14])=O)=[CH:6]2.[CH2:15]([NH:18][CH2:19][CH2:20][CH3:21])[CH2:16][CH3:17].CN(C(ON1N=NC2C=CC=NC1=2)=[N+](C)C)C.F[P-](F)(F)(F)(F)F. (2) The reactants are: [N:1]1[CH:2]=[CH:3][N:4]2[CH:9]=[CH:8][C:7]([C:10]([NH:12][NH2:13])=O)=[CH:6][C:5]=12.[CH3:14][C:15]([CH:17]=O)=O.[NH3:19]. Given the product [CH3:14][C:15]1[N:19]=[C:10]([C:7]2[CH:8]=[CH:9][N:4]3[CH:3]=[CH:2][N:1]=[C:5]3[CH:6]=2)[N:12]=[N:13][CH:17]=1, predict the reactants needed to synthesize it. (3) Given the product [F:31][C:32]1[CH:37]=[CH:36][C:35]([C:2]2[CH:3]=[CH:4][C:5]([N:8]3[CH2:30][CH2:29][C:10]4([CH2:11][CH:12]([NH:14][C:15]([O:17][CH2:18][C:19]5[O:23][N:22]=[C:21]([C:24]([O:26][CH2:27][CH3:28])=[O:25])[CH:20]=5)=[O:16])[CH2:13]4)[CH2:9]3)=[N:6][CH:7]=2)=[CH:34][CH:33]=1, predict the reactants needed to synthesize it. The reactants are: Br[C:2]1[CH:3]=[CH:4][C:5]([N:8]2[CH2:30][CH2:29][C:10]3([CH2:13][CH:12]([NH:14][C:15]([O:17][CH2:18][C:19]4[O:23][N:22]=[C:21]([C:24]([O:26][CH2:27][CH3:28])=[O:25])[CH:20]=4)=[O:16])[CH2:11]3)[CH2:9]2)=[N:6][CH:7]=1.[F:31][C:32]1[CH:37]=[CH:36][C:35](B(O)O)=[CH:34][CH:33]=1.C(=O)([O-])[O-].[Cs+].[Cs+]. (4) Given the product [F:11][C:9]([F:12])([F:10])[C:7]1[CH:6]=[C:5]([C:13]([CH3:32])([CH3:33])[C:14]([N:16]([C:18]2[CH:19]=[N:20][C:21]([NH:43][CH2:42][CH2:40][OH:41])=[CH:22][C:23]=2[C:24]2[CH:29]=[CH:28][CH:27]=[CH:26][C:25]=2[Cl:30])[CH3:17])=[O:15])[CH:4]=[C:3]([C:2]([F:1])([F:34])[F:35])[CH:8]=1, predict the reactants needed to synthesize it. The reactants are: [F:1][C:2]([F:35])([F:34])[C:3]1[CH:4]=[C:5]([C:13]([CH3:33])([CH3:32])[C:14]([N:16]([C:18]2[CH:19]=[N:20][C:21](Cl)=[CH:22][C:23]=2[C:24]2[CH:29]=[CH:28][CH:27]=[CH:26][C:25]=2[Cl:30])[CH3:17])=[O:15])[CH:6]=[C:7]([C:9]([F:12])([F:11])[F:10])[CH:8]=1.CS(C)=O.[CH2:40]([CH2:42][NH2:43])[OH:41]. (5) Given the product [CH2:20]([O:22][C:23]([C:25]1[N:26]=[CH:27][N:28]2[C:3]([C:2]([F:19])([F:18])[F:1])=[CH:4][C:5]([C:7]3[CH:12]=[CH:11][C:10]([C:13]([F:16])([F:15])[F:14])=[CH:9][CH:8]=3)=[N:30][C:29]=12)=[O:24])[CH3:21], predict the reactants needed to synthesize it. The reactants are: [F:1][C:2]([F:19])([F:18])[C:3](=O)[CH2:4][C:5]([C:7]1[CH:12]=[CH:11][C:10]([C:13]([F:16])([F:15])[F:14])=[CH:9][CH:8]=1)=O.[CH2:20]([O:22][C:23]([C:25]1[N:26]=[CH:27][NH:28][C:29]=1[NH2:30])=[O:24])[CH3:21]. (6) Given the product [F:18][C:12]1[CH:13]=[CH:14][CH:15]=[C:16]([F:17])[C:11]=1[NH:10][C:6]1[C:7]([CH:8]=[O:9])=[C:2]([C:23]2[CH:24]=[CH:25][CH:26]=[CH:27][C:22]=2[F:21])[N:3]=[C:4]([S:19][CH3:20])[N:5]=1, predict the reactants needed to synthesize it. The reactants are: Cl[C:2]1[C:7]([CH:8]=[O:9])=[C:6]([NH:10][C:11]2[C:16]([F:17])=[CH:15][CH:14]=[CH:13][C:12]=2[F:18])[N:5]=[C:4]([S:19][CH3:20])[N:3]=1.[F:21][C:22]1[CH:27]=[CH:26][CH:25]=[CH:24][C:23]=1B(O)O.